This data is from NCI-60 drug combinations with 297,098 pairs across 59 cell lines. The task is: Regression. Given two drug SMILES strings and cell line genomic features, predict the synergy score measuring deviation from expected non-interaction effect. (1) Drug 1: C1CCC(C1)C(CC#N)N2C=C(C=N2)C3=C4C=CNC4=NC=N3. Drug 2: C1=CN(C=N1)CC(O)(P(=O)(O)O)P(=O)(O)O. Cell line: SK-OV-3. Synergy scores: CSS=6.68, Synergy_ZIP=-0.766, Synergy_Bliss=3.42, Synergy_Loewe=3.39, Synergy_HSA=3.47. (2) Drug 1: CC1=CC2C(CCC3(C2CCC3(C(=O)C)OC(=O)C)C)C4(C1=CC(=O)CC4)C. Drug 2: CCCCCOC(=O)NC1=NC(=O)N(C=C1F)C2C(C(C(O2)C)O)O. Cell line: M14. Synergy scores: CSS=-3.49, Synergy_ZIP=1.63, Synergy_Bliss=-3.13, Synergy_Loewe=-6.36, Synergy_HSA=-6.15. (3) Drug 1: CC1=C2C(C(=O)C3(C(CC4C(C3C(C(C2(C)C)(CC1OC(=O)C(C(C5=CC=CC=C5)NC(=O)OC(C)(C)C)O)O)OC(=O)C6=CC=CC=C6)(CO4)OC(=O)C)O)C)O. Drug 2: CN(C(=O)NC(C=O)C(C(C(CO)O)O)O)N=O. Cell line: SF-295. Synergy scores: CSS=8.00, Synergy_ZIP=-3.80, Synergy_Bliss=-4.63, Synergy_Loewe=-42.8, Synergy_HSA=-2.20. (4) Drug 1: CCC1(C2=C(COC1=O)C(=O)N3CC4=CC5=C(C=CC(=C5CN(C)C)O)N=C4C3=C2)O.Cl. Drug 2: C1CCC(C(C1)N)N.C(=O)(C(=O)[O-])[O-].[Pt+4]. Cell line: OVCAR-8. Synergy scores: CSS=31.7, Synergy_ZIP=-7.74, Synergy_Bliss=-3.96, Synergy_Loewe=-12.2, Synergy_HSA=-0.0969. (5) Drug 1: C1C(C(OC1N2C=NC3=C(N=C(N=C32)Cl)N)CO)O. Drug 2: C1=CN(C=N1)CC(O)(P(=O)(O)O)P(=O)(O)O. Cell line: MDA-MB-435. Synergy scores: CSS=15.4, Synergy_ZIP=-6.96, Synergy_Bliss=2.08, Synergy_Loewe=-12.0, Synergy_HSA=0.799. (6) Drug 1: CC1C(C(=O)NC(C(=O)N2CCCC2C(=O)N(CC(=O)N(C(C(=O)O1)C(C)C)C)C)C(C)C)NC(=O)C3=C4C(=C(C=C3)C)OC5=C(C(=O)C(=C(C5=N4)C(=O)NC6C(OC(=O)C(N(C(=O)CN(C(=O)C7CCCN7C(=O)C(NC6=O)C(C)C)C)C)C(C)C)C)N)C. Drug 2: C1C(C(OC1N2C=C(C(=O)NC2=O)F)CO)O. Synergy scores: CSS=25.5, Synergy_ZIP=0.558, Synergy_Bliss=-0.0247, Synergy_Loewe=-13.3, Synergy_HSA=-0.846. Cell line: HS 578T.